From a dataset of Reaction yield outcomes from USPTO patents with 853,638 reactions. Predict the reaction yield, written as a fraction of the theoretical maximum amount of product (1.0 means a 100% yield; for example, 0.34 means a 34% yield). (1) The reactants are Br[C:2]1[CH:8]=[C:7]([N+:9]([O-:11])=[O:10])[CH:6]=[CH:5][C:3]=1[NH2:4].[C:12]([C:14]1([CH3:17])[CH2:16][CH2:15]1)#[CH:13]. The catalyst is C(N(CC)CC)C.[Cu]I.Cl[Pd](Cl)([P](C1C=CC=CC=1)(C1C=CC=CC=1)C1C=CC=CC=1)[P](C1C=CC=CC=1)(C1C=CC=CC=1)C1C=CC=CC=1. The product is [CH3:17][C:14]1([C:12]#[C:13][C:2]2[CH:8]=[C:7]([N+:9]([O-:11])=[O:10])[CH:6]=[CH:5][C:3]=2[NH2:4])[CH2:16][CH2:15]1. The yield is 0.790. (2) The reactants are Br[C:2]1[C:11]2[C:6](=[CH:7][CH:8]=[C:9]([OH:12])[CH:10]=2)[C:5](=[O:13])[N:4]([C:14]2[CH:19]=[CH:18][C:17]([OH:20])=[CH:16][CH:15]=2)[CH:3]=1.C(=O)([O-])[O-].[K+].[K+].[CH3:27][O:28][C:29]([C:31]1[CH:36]=[CH:35][C:34](B(O)O)=[CH:33][CH:32]=1)=[O:30]. The catalyst is C1C=CC([P]([Pd]([P](C2C=CC=CC=2)(C2C=CC=CC=2)C2C=CC=CC=2)([P](C2C=CC=CC=2)(C2C=CC=CC=2)C2C=CC=CC=2)[P](C2C=CC=CC=2)(C2C=CC=CC=2)C2C=CC=CC=2)(C2C=CC=CC=2)C2C=CC=CC=2)=CC=1. The product is [OH:12][C:9]1[CH:10]=[C:11]2[C:6](=[CH:7][CH:8]=1)[C:5](=[O:13])[N:4]([C:14]1[CH:19]=[CH:18][C:17]([OH:20])=[CH:16][CH:15]=1)[CH:3]=[C:2]2[C:34]1[CH:35]=[CH:36][C:31]([C:29]([O:28][CH3:27])=[O:30])=[CH:32][CH:33]=1. The yield is 0.560. (3) The reactants are [CH3:1][N:2]1[CH:7]=[C:6]([CH2:8][C:9]2[CH:10]=[N:11][C:12]([O:15][CH3:16])=[N:13][CH:14]=2)[C:5](=[O:17])[N:4]=[C:3]1[NH:18][N+]([O-])=O.[Cl:22][C:23]1[CH:28]=[CH:27][C:26]([O:29][C:30]2[CH:35]=[CH:34][C:33]([CH2:36][CH2:37]N)=[CH:32][CH:31]=2)=[CH:25][C:24]=1[C:39]([F:42])([F:41])[F:40].[Cl:22][C:23]1[CH:28]=[CH:27][C:26]([O:29][C:30]2[CH:31]=[CH:32][C:33]([CH2:36][CH2:37]N)=[CH:34][CH:35]=2)=[CH:25][C:24]=1[C:39]([F:40])([F:41])[F:42]. The catalyst is C(O)C. The product is [Cl:22][C:23]1[CH:28]=[CH:27][C:26]([O:29][C:30]2[CH:31]=[CH:32][C:33]([CH2:36][CH2:37][NH:18][C:3]3[N:2]([CH3:1])[CH:7]=[C:6]([CH2:8][C:9]4[CH:10]=[N:11][C:12]([O:15][CH3:16])=[N:13][CH:14]=4)[C:5](=[O:17])[N:4]=3)=[CH:34][CH:35]=2)=[CH:25][C:24]=1[C:39]([F:40])([F:41])[F:42]. The yield is 0.245.